This data is from Full USPTO retrosynthesis dataset with 1.9M reactions from patents (1976-2016). The task is: Predict the reactants needed to synthesize the given product. (1) Given the product [CH3:1][C:2]1[CH2:7][CH2:6][CH:5]([NH:8][C:14](=[O:15])[O:13][C:9]([CH3:12])([CH3:11])[CH3:10])[CH2:4][CH:3]=1, predict the reactants needed to synthesize it. The reactants are: [CH3:1][C:2]1[CH2:7][CH2:6][CH:5]([NH2:8])[CH2:4][CH:3]=1.[C:9]([O:13][C:14](O[C:14]([O:13][C:9]([CH3:12])([CH3:11])[CH3:10])=[O:15])=[O:15])([CH3:12])([CH3:11])[CH3:10]. (2) Given the product [Cl:25][CH:7]([CH:1]1[CH2:6][CH2:5][CH2:4][CH2:3][CH2:2]1)[C:9]1[S:10][C:11]2[CH:18]=[CH:17][C:16]([C:19]([F:22])([F:21])[F:20])=[CH:15][C:12]=2[C:13]=1[CH3:14], predict the reactants needed to synthesize it. The reactants are: [CH:1]1([CH:7]([C:9]2[S:10][C:11]3[CH:18]=[CH:17][C:16]([C:19]([F:22])([F:21])[F:20])=[CH:15][C:12]=3[C:13]=2[CH3:14])O)[CH2:6][CH2:5][CH2:4][CH2:3][CH2:2]1.S(Cl)([Cl:25])=O.C(=O)([O-])O.[Na+]. (3) Given the product [O:16]=[C:15]1[NH:17][C@H:2]2[CH2:1][S:5][C@@H:4]([CH2:6][CH2:7][CH2:8][CH2:9][CH2:10][C:11]([O:13]/[N:19]=[C:20](\[NH2:36])/[CH2:21][CH2:22][CH2:23][CH2:24][N:25]3[C:29]4[CH:30]=[C:31]([CH3:34])[CH:32]=[CH:33][C:28]=4[O:27][C:26]3=[O:35])=[O:12])[C@H:3]2[NH:14]1, predict the reactants needed to synthesize it. The reactants are: [CH2:1]1[S:5][C@@H:4]([CH2:6][CH2:7][CH2:8][CH2:9][CH2:10][C:11]([OH:13])=[O:12])[C@H:3]2[NH:14][C:15]([NH:17][C@@H:2]12)=[O:16].O[N:19]=[C:20]([NH2:36])[CH2:21][CH2:22][CH2:23][CH2:24][N:25]1[C:29]2[CH:30]=[C:31]([CH3:34])[CH:32]=[CH:33][C:28]=2[O:27][C:26]1=[O:35].CCN=C=NCCCN(C)C.Cl.CCN(C(C)C)C(C)C. (4) Given the product [N:1]1([C:6]2[CH:7]=[CH:8][C:9]([C:12]3[NH:17][C:16](=[O:18])[C:15]([C:19]([OH:21])=[O:20])=[C:14]([OH:23])[C:13]=3[CH2:24][CH3:25])=[CH:10][CH:11]=2)[CH2:5][CH:4]=[CH:3][CH2:2]1, predict the reactants needed to synthesize it. The reactants are: [N:1]1([C:6]2[CH:11]=[CH:10][C:9]([C:12]3[NH:17][C:16](=[O:18])[C:15]([C:19]([O:21]C)=[O:20])=[C:14]([OH:23])[C:13]=3[CH2:24][CH3:25])=[CH:8][CH:7]=2)[CH2:5][CH:4]=[CH:3][CH2:2]1.[Li+].[I-].CCOCC.Cl. (5) Given the product [C:1]1([C:7]2[CH:12]=[CH:11][N:10]=[C:9]([N:13]3[CH2:14][CH:15]4[CH2:16][N:17]([C:28]([C:27]5[CH:31]=[CH:32][CH:33]=[CH:34][C:26]=5[C:23]5[NH:24][CH:25]=[N:21][N:22]=5)=[O:29])[CH2:18][CH:19]4[CH2:20]3)[N:8]=2)[CH:2]=[CH:3][CH:4]=[CH:5][CH:6]=1, predict the reactants needed to synthesize it. The reactants are: [C:1]1([C:7]2[CH:12]=[CH:11][N:10]=[C:9]([N:13]3[CH2:20][CH:19]4[CH:15]([CH2:16][NH:17][CH2:18]4)[CH2:14]3)[N:8]=2)[CH:6]=[CH:5][CH:4]=[CH:3][CH:2]=1.[N:21]1[N:22]=[C:23]([C:26]2[CH:34]=[CH:33][CH:32]=[CH:31][C:27]=2[C:28](O)=[O:29])[NH:24][CH:25]=1. (6) Given the product [F:1][C:2]1[CH:15]=[CH:14][C:5]([CH2:6][N:7]2[CH2:12][CH2:11][N:10]3[CH:26]=[C:20]([C:21]([O:23][CH2:24][CH3:25])=[O:22])[C:19]([OH:18])=[C:9]3[C:8]2=[O:13])=[CH:4][CH:3]=1, predict the reactants needed to synthesize it. The reactants are: [F:1][C:2]1[CH:15]=[CH:14][C:5]([CH2:6][N:7]2[CH2:12][CH2:11][NH:10][CH2:9][C:8]2=[O:13])=[CH:4][CH:3]=1.C([O:18][CH:19]=[C:20]([C:26](OCC)=O)[C:21]([O:23][CH2:24][CH3:25])=[O:22])C.C[Si]([N-][Si](C)(C)C)(C)C.[Li+].C1COCC1. (7) Given the product [Cl:1][C:2]1[CH:7]=[CH:6][C:5]([O:8][C:9]2[CH:16]=[CH:15][C:14]([CH2:17][OH:18])=[CH:13][C:10]=2[C:11]#[N:12])=[CH:4][C:3]=1[C:19]([F:20])([F:21])[F:22], predict the reactants needed to synthesize it. The reactants are: [Cl:1][C:2]1[CH:7]=[CH:6][C:5]([O:8][C:9]2[CH:16]=[CH:15][C:14]([CH:17]=[O:18])=[CH:13][C:10]=2[C:11]#[N:12])=[CH:4][C:3]=1[C:19]([F:22])([F:21])[F:20].[BH4-].[Na+]. (8) Given the product [CH2:1]([C:3]1[CH:4]=[C:5]2[C:10](=[CH:11][CH:12]=1)[O:9][CH:8]([C:13]([F:14])([F:15])[F:16])[C:7]([C:17]([OH:19])=[O:18])=[CH:6]2)[CH3:2], predict the reactants needed to synthesize it. The reactants are: [CH2:1]([C:3]1[CH:4]=[C:5]2[C:10](=[CH:11][CH:12]=1)[O:9][CH:8]([C:13]([F:16])([F:15])[F:14])[C:7]([C:17]([O:19]CC)=[O:18])=[CH:6]2)[CH3:2].C1COCC1.CCO.O.[OH-].[Na+]. (9) The reactants are: C(OC([N:8]1[CH2:13][CH2:12][C:11]([C:21]#[N:22])([C:14]2[CH:19]=[CH:18][C:17]([I:20])=[CH:16][CH:15]=2)[CH2:10][CH2:9]1)=O)(C)(C)C.C(O)(C(F)(F)F)=O. Given the product [I:20][C:17]1[CH:18]=[CH:19][C:14]([C:11]2([C:21]#[N:22])[CH2:12][CH2:13][NH:8][CH2:9][CH2:10]2)=[CH:15][CH:16]=1, predict the reactants needed to synthesize it. (10) Given the product [NH2:1][C:2]1[CH:11]=[CH:10][C:9]([C:12]([C:14]2[N:22]3[C:17]([CH:18]=[CH:19][CH:20]=[CH:21]3)=[C:16]([O:23][CH2:24][C:25]3[CH:26]=[C:27]([CH:28]=[CH:29][CH:30]=3)[O:31][CH2:32][C:33]([OH:35])=[O:34])[C:15]=2[CH3:40])=[O:13])=[CH:8][C:3]=1[C:4]([O:6][CH3:7])=[O:5], predict the reactants needed to synthesize it. The reactants are: [NH2:1][C:2]1[CH:11]=[CH:10][C:9]([C:12]([C:14]2[N:22]3[C:17]([CH:18]=[CH:19][CH:20]=[CH:21]3)=[C:16]([O:23][CH2:24][C:25]3[CH:30]=[CH:29][CH:28]=[C:27]([O:31][CH2:32][C:33]([O:35]C(C)(C)C)=[O:34])[CH:26]=3)[C:15]=2[CH3:40])=[O:13])=[CH:8][C:3]=1[C:4]([O:6][CH3:7])=[O:5].C(=O)(O)[O-].[Na+].